From a dataset of Full USPTO retrosynthesis dataset with 1.9M reactions from patents (1976-2016). Predict the reactants needed to synthesize the given product. (1) Given the product [CH:25]1([N:22]2[CH2:21][CH2:20][N:19]([C:17](=[O:18])[CH2:16][N:11]3[CH2:10][CH2:9][C:8]4[C:13](=[CH:14][CH:15]=[C:6]([C:4]([OH:5])=[O:3])[CH:7]=4)[CH2:12]3)[CH2:24][CH2:23]2)[CH2:26][CH2:27][CH2:28]1, predict the reactants needed to synthesize it. The reactants are: C([O:3][C:4]([C:6]1[CH:7]=[C:8]2[C:13](=[CH:14][CH:15]=1)[CH2:12][N:11]([CH2:16][C:17]([N:19]1[CH2:24][CH2:23][N:22]([CH:25]3[CH2:28][CH2:27][CH2:26]3)[CH2:21][CH2:20]1)=[O:18])[CH2:10][CH2:9]2)=[O:5])C.[OH-].[Li+]. (2) Given the product [C:8]([C:6]1[CH:7]=[C:2]([Cl:1])[C:3]2[N:4]([CH:27]=[N:28][CH:29]=2)[C:5]=1[N:14]1[CH2:19][CH2:18][N:17]([C:20]([O:22][C:23]([CH3:25])([CH3:26])[CH3:24])=[O:21])[CH2:16][CH2:15]1)(=[O:9])[CH3:30], predict the reactants needed to synthesize it. The reactants are: [Cl:1][C:2]1[C:3]2[N:4]([CH:27]=[N:28][CH:29]=2)[C:5]([N:14]2[CH2:19][CH2:18][N:17]([C:20]([O:22][C:23]([CH3:26])([CH3:25])[CH3:24])=[O:21])[CH2:16][CH2:15]2)=[C:6]([C:8](N(OC)C)=[O:9])[CH:7]=1.[CH3:30][Mg]Cl.Cl.O.C([O-])(O)=O.[Na+].